From a dataset of Cav3 T-type calcium channel HTS with 100,875 compounds. Binary Classification. Given a drug SMILES string, predict its activity (active/inactive) in a high-throughput screening assay against a specified biological target. (1) The drug is Clc1cc(N2CCN(CC2)c2oc(nc2C#N)Cc2ccccc2)ccc1. The result is 0 (inactive). (2) The compound is S(=O)(=O)(N1CC(OC(C1)C)C)c1ccc(cc1)c1sc2c(n1)cccc2. The result is 0 (inactive).